Predict the reactants needed to synthesize the given product. From a dataset of Full USPTO retrosynthesis dataset with 1.9M reactions from patents (1976-2016). (1) Given the product [C:6]([N:9]1[CH2:14][CH2:13][CH:12]([N:15]2[C:28](=[O:29])[C@H:27]([NH:30][C:31]([N:35]3[CH2:36][CH2:37][CH:38]([N:41]4[CH2:50][C:49]5[C:44](=[CH:45][CH:46]=[CH:47][CH:48]=5)[NH:43][C:42]4=[O:51])[CH2:39][CH2:40]3)=[O:33])[CH2:26][C:25]3[CH:24]=[CH:23][C:22]4[NH:21][N:20]=[CH:19][C:18]=4[C:17]=3[CH2:16]2)[CH2:11][CH2:10]1)(=[O:8])[CH3:7], predict the reactants needed to synthesize it. The reactants are: CS(O)(=O)=O.[C:6]([N:9]1[CH2:14][CH2:13][CH:12]([N:15]2[C:28](=[O:29])[C@H:27]([NH2:30])[CH2:26][C:25]3[CH:24]=[CH:23][C:22]4[NH:21][N:20]=[CH:19][C:18]=4[C:17]=3[CH2:16]2)[CH2:11][CH2:10]1)(=[O:8])[CH3:7].[C:31](O)(=[O:33])C.[NH:35]1[CH2:40][CH2:39][CH:38]([N:41]2[CH2:50][C:49]3[C:44](=[CH:45][CH:46]=[CH:47][CH:48]=3)[NH:43][C:42]2=[O:51])[CH2:37][CH2:36]1. (2) Given the product [F:18][C:2]1([F:1])[CH2:17][C:6]2[S:7][C:8]([NH:16][C:27]([C:19]3[CH2:23][CH2:22][CH2:21][C:20]=3[C:24]([OH:26])=[O:25])=[O:28])=[C:9]([C:10]3[S:14][N:13]=[C:12]([CH3:15])[N:11]=3)[C:5]=2[CH2:4][CH2:3]1, predict the reactants needed to synthesize it. The reactants are: [F:1][C:2]1([F:18])[CH2:17][C:6]2[S:7][C:8]([NH2:16])=[C:9]([C:10]3[S:14][N:13]=[C:12]([CH3:15])[N:11]=3)[C:5]=2[CH2:4][CH2:3]1.[C:19]12[C:27](=[O:28])[O:26][C:24](=[O:25])[C:20]=1[CH2:21][CH2:22][CH2:23]2. (3) Given the product [CH3:12][O:13][C:14]1[CH:22]=[CH:21][C:17]([C:18]([NH:11][CH2:10][CH2:9][C:6]2[CH:7]=[CH:8][C:3]([O:2][CH3:1])=[CH:4][CH:5]=2)=[O:19])=[CH:16][CH:15]=1, predict the reactants needed to synthesize it. The reactants are: [CH3:1][O:2][C:3]1[CH:8]=[CH:7][C:6]([CH2:9][CH2:10][NH2:11])=[CH:5][CH:4]=1.[CH3:12][O:13][C:14]1[CH:22]=[CH:21][C:17]([C:18](O)=[O:19])=[CH:16][CH:15]=1. (4) Given the product [CH3:1][S:2][C:3]1[N:4]=[CH:5][C:6]2[CH:20]=[C:23]([C:24]([O:26][CH3:27])=[O:25])[C:22](=[O:28])[N:9]([CH2:10][C:11]3[CH:16]=[CH:15][C:14]([O:17][CH3:18])=[C:13]([Cl:19])[CH:12]=3)[C:7]=2[N:8]=1, predict the reactants needed to synthesize it. The reactants are: [CH3:1][S:2][C:3]1[N:8]=[C:7]([NH:9][CH2:10][C:11]2[CH:16]=[CH:15][C:14]([O:17][CH3:18])=[C:13]([Cl:19])[CH:12]=2)[C:6]([CH:20]=O)=[CH:5][N:4]=1.[C:22](OC)(=[O:28])[CH2:23][C:24]([O:26][CH3:27])=[O:25].N1CCCCC1.C(O)(=O)C.